The task is: Binary Classification. Given a drug SMILES string, predict its activity (active/inactive) in a high-throughput screening assay against a specified biological target.. This data is from M1 muscarinic receptor agonist screen with 61,833 compounds. The molecule is O=C(Nc1ccccc1)C(N1C(=O)c2c(C1=O)cccc2)C(C)C. The result is 0 (inactive).